Dataset: Catalyst prediction with 721,799 reactions and 888 catalyst types from USPTO. Task: Predict which catalyst facilitates the given reaction. (1) Reactant: [F:1][C:2]1([F:28])[CH2:7][CH2:6][CH:5]([CH2:8][N:9]2[C:17]3[C:12](=[N:13][CH:14]=[C:15]([C:18]4[C:19]([CH3:24])=[N:20][O:21][C:22]=4[CH3:23])[CH:16]=3)[C:11](B(O)O)=[CH:10]2)[CH2:4][CH2:3]1.C(#N)C.Br[C:33]1[CH:38]=[CH:37][C:36]([CH:39]([F:41])[F:40])=[CH:35][CH:34]=1.C(=O)([O-])[O-].[K+].[K+]. Product: [F:1][C:2]1([F:28])[CH2:7][CH2:6][CH:5]([CH2:8][N:9]2[C:17]3[C:12](=[N:13][CH:14]=[C:15]([C:18]4[C:19]([CH3:24])=[N:20][O:21][C:22]=4[CH3:23])[CH:16]=3)[C:11]([C:33]3[CH:38]=[CH:37][C:36]([CH:39]([F:41])[F:40])=[CH:35][CH:34]=3)=[CH:10]2)[CH2:4][CH2:3]1. The catalyst class is: 587. (2) Reactant: [CH3:1][C:2]1[CH:3]=[CH:4][C:5]([C:9]([C:11]2[C:20](=[O:21])[C:19]3[C:14](=[CH:15][CH:16]=[CH:17][CH:18]=3)[NH:13][CH:12]=2)=[O:10])=[N:6][C:7]=1[CH3:8].[H-].[Na+].[Br:24][C:25]1[CH:30]=[CH:29][CH:28]=[C:27]([CH:31](Br)[CH3:32])[N:26]=1. Product: [Br:24][C:25]1[N:26]=[C:27]([CH:31]([N:13]2[C:14]3[C:19](=[CH:18][CH:17]=[CH:16][CH:15]=3)[C:20](=[O:21])[C:11]([C:9]([C:5]3[CH:4]=[CH:3][C:2]([CH3:1])=[C:7]([CH3:8])[N:6]=3)=[O:10])=[CH:12]2)[CH3:32])[CH:28]=[CH:29][CH:30]=1. The catalyst class is: 9. (3) Reactant: [Br:1][C:2]1[CH:3]=[CH:4][C:5]([Cl:25])=[C:6]([C:8]2[C:17]3[C:12](=[CH:13][CH:14]=[CH:15][CH:16]=3)[CH:11]=[C:10](C(NC(C)CC)=O)[N:9]=2)[CH:7]=1.[CH3:26][N:27](C)[CH:28]=[O:29].[H-].[Na+].CI. Product: [Br:1][C:2]1[CH:3]=[CH:4][C:5]([Cl:25])=[C:6]([C:8]2[C:17]3[C:12](=[CH:13][CH:14]=[CH:15][CH:16]=3)[C:11]([CH:2]([CH3:3])[CH2:7][CH3:6])=[C:10]([C:28]([NH:27][CH3:26])=[O:29])[N:9]=2)[CH:7]=1. The catalyst class is: 58. (4) Reactant: [F:1][C:2]1[CH:7]=[CH:6][C:5]([N:8]2[CH2:13][CH2:12][N:11]([CH2:14][CH2:15][CH2:16][N:17]3[CH2:23][CH2:22][C:21](=[O:24])[C:20]4=[CH:25][N:26]([CH3:28])[CH:27]=[C:19]4[S:18]3(=[O:30])=[O:29])[CH2:10][CH2:9]2)=[CH:4][CH:3]=1.[BH4-].[Na+].O. Product: [F:1][C:2]1[CH:3]=[CH:4][C:5]([N:8]2[CH2:13][CH2:12][N:11]([CH2:14][CH2:15][CH2:16][N:17]3[CH2:23][CH2:22][CH:21]([OH:24])[C:20]4=[CH:25][N:26]([CH3:28])[CH:27]=[C:19]4[S:18]3(=[O:30])=[O:29])[CH2:10][CH2:9]2)=[CH:6][CH:7]=1. The catalyst class is: 8. (5) Reactant: [F:1][C:2]1[C:7]([F:8])=[CH:6][CH:5]=[CH:4][C:3]=1[C:9]1[N:17]=[C:12]2[CH:13]=[N:14][NH:15][CH:16]=[C:11]2[N:10]=1.C(=O)([O-])[O-].[K+].[K+].Br[CH:25]([C:30]1[O:34][N:33]=[C:32]([C:35]2[CH:40]=[CH:39][C:38]([O:41][CH2:42][CH2:43][CH3:44])=[CH:37][C:36]=2[C:45]([F:48])([F:47])[F:46])[CH:31]=1)[C:26]([O:28][CH3:29])=[O:27]. Product: [F:1][C:2]1[C:7]([F:8])=[CH:6][CH:5]=[CH:4][C:3]=1[C:9]1[N:17]=[C:12]2[CH:13]=[N:14][N:15]([CH:25]([C:30]3[O:34][N:33]=[C:32]([C:35]4[CH:40]=[CH:39][C:38]([O:41][CH2:42][CH2:43][CH3:44])=[CH:37][C:36]=4[C:45]([F:47])([F:48])[F:46])[CH:31]=3)[C:26]([O:28][CH3:29])=[O:27])[CH:16]=[C:11]2[N:10]=1. The catalyst class is: 3.